From a dataset of Catalyst prediction with 721,799 reactions and 888 catalyst types from USPTO. Predict which catalyst facilitates the given reaction. Reactant: [F:1][C:2]1[CH:7]=[CH:6][C:5]([F:8])=[CH:4][C:3]=1[C@H:9]1[CH2:13][C@H:12]([F:14])[CH2:11][N:10]1[C:15]1[CH:20]=[CH:19][N:18]2[N:21]=[CH:22][C:23]([C:24]([O:26]CC)=[O:25])=[C:17]2[N:16]=1.[Li+].[OH-]. Product: [F:1][C:2]1[CH:7]=[CH:6][C:5]([F:8])=[CH:4][C:3]=1[C@H:9]1[CH2:13][C@H:12]([F:14])[CH2:11][N:10]1[C:15]1[CH:20]=[CH:19][N:18]2[N:21]=[CH:22][C:23]([C:24]([OH:26])=[O:25])=[C:17]2[N:16]=1. The catalyst class is: 88.